Dataset: Experimental lipophilicity measurements (octanol/water distribution) for 4,200 compounds from AstraZeneca. Task: Regression/Classification. Given a drug SMILES string, predict its absorption, distribution, metabolism, or excretion properties. Task type varies by dataset: regression for continuous measurements (e.g., permeability, clearance, half-life) or binary classification for categorical outcomes (e.g., BBB penetration, CYP inhibition). For this dataset (lipophilicity_astrazeneca), we predict Y. (1) The Y is -0.400 logD. The molecule is Cc1nnc(N)s1. (2) The compound is O=c1oc2ccccc2c(O)c1Cc1c(O)c2ccccc2oc1=O. The Y is 1.22 logD.